From a dataset of Full USPTO retrosynthesis dataset with 1.9M reactions from patents (1976-2016). Predict the reactants needed to synthesize the given product. (1) Given the product [Cl:1][C:2]1[CH:7]=[C:6]([Cl:8])[CH:5]=[CH:4][C:3]=1[CH2:9][CH2:10][O:11][C:12]1[CH:13]=[C:14]([CH:18]=[CH:19][CH:20]=1)[C:15]([NH:50][CH2:49][CH:46]1[CH2:45][CH2:44][N:43]([C:51]2[CH:56]=[CH:55][N:54]=[CH:53][CH:52]=2)[CH2:48][CH2:47]1)=[O:17], predict the reactants needed to synthesize it. The reactants are: [Cl:1][C:2]1[CH:7]=[C:6]([Cl:8])[CH:5]=[CH:4][C:3]=1[CH2:9][CH2:10][O:11][C:12]1[CH:13]=[C:14]([CH:18]=[CH:19][CH:20]=1)[C:15]([OH:17])=O.[B-](F)(F)(F)F.CCOC(C(C#N)=NOC(N(C)C)=[N+](C)C)=O.[N:43]1([C:51]2[CH:56]=[CH:55][N:54]=[CH:53][CH:52]=2)[CH2:48][CH2:47][CH:46]([CH2:49][NH2:50])[CH2:45][CH2:44]1. (2) Given the product [CH3:1][O:2][C:3](=[O:18])[CH2:4][CH:5]1[CH2:6][CH:7]([CH2:9][O:10][CH2:11][C:12]2[CH:13]=[CH:14][CH:15]=[CH:16][CH:17]=2)[CH2:8]1, predict the reactants needed to synthesize it. The reactants are: [CH3:1][O:2][C:3](=[O:18])[CH:4]=[C:5]1[CH2:8][CH:7]([CH2:9][O:10][CH2:11][C:12]2[CH:17]=[CH:16][CH:15]=[CH:14][CH:13]=2)[CH2:6]1.[BH4-].[Na+]. (3) Given the product [Br:18][C:6]1[CH:7]=[CH:8][CH:9]=[C:10]2[C:5]=1[CH:4]=[CH:3][N:2]=[CH:1]2, predict the reactants needed to synthesize it. The reactants are: [CH:1]1[C:10]2[C:5](=[CH:6][CH:7]=[CH:8][CH:9]=2)[CH:4]=[CH:3][N:2]=1.C1C(=O)N([Br:18])C(=O)C1. (4) Given the product [CH:24]1([C:22]2[N:19]3[C:14]4[CH:13]=[CH:12][N:11]([S:1]([C:4]5[CH:10]=[CH:9][C:7]([CH3:8])=[CH:6][CH:5]=5)(=[O:3])=[O:2])[C:15]=4[N:16]=[CH:17][C:18]3=[CH:20][N:21]=2)[CH2:29][CH2:28][CH2:27][CH2:26][CH2:25]1, predict the reactants needed to synthesize it. The reactants are: [S:1]([N:11]1[C:15]2=[N:16][CH:17]=[C:18]([CH2:20][NH:21][C:22]([CH:24]3[CH2:29][CH2:28][CH2:27][CH2:26][CH2:25]3)=S)[N:19]=[C:14]2[CH:13]=[CH:12]1)([C:4]1[CH:10]=[CH:9][C:7]([CH3:8])=[CH:6][CH:5]=1)(=[O:3])=[O:2]. (5) Given the product [N:52]1[C:44]([NH:59][C:60]2[CH:68]=[C:67]3[C:63]([C:64]([CH3:78])([CH3:77])[C:65](=[O:76])[NH:66]3)=[CH:62][CH:61]=2)=[N:45][N:46]2[CH:51]=[CH:50][CH:49]=[CH:48][C:47]=12, predict the reactants needed to synthesize it. The reactants are: C1(P(C2C=CC=CC=2)C2C3OC4C(=CC=CC=4P(C4C=CC=CC=4)C4C=CC=CC=4)C(C)(C)C=3C=CC=2)C=CC=CC=1.Br[C:44]1[N:52]=[C:47]2[CH:48]=[CH:49][CH:50]=[CH:51][N:46]2[N:45]=1.C(=O)([O-])[O-].[Cs+].[Cs+].[NH2:59][C:60]1[CH:68]=[C:67]2[C:63]([C:64]([CH3:78])([CH3:77])[C:65](=[O:76])[N:66]2C(OC(C)(C)C)=O)=[CH:62][CH:61]=1. (6) Given the product [ClH:42].[CH2:30]([N:25]1[CH2:26][CH2:27][C:22]2[C:19]3[CH:20]=[CH:21][C:16]([N:13]4[CH:14]=[CH:15][C:10]([O:9][CH2:8][C:5]5[CH:4]=[CH:3][C:2]([F:1])=[CH:7][N:6]=5)=[CH:11][C:12]4=[O:29])=[CH:17][C:18]=3[S:28][C:23]=2[CH2:24]1)[CH3:31], predict the reactants needed to synthesize it. The reactants are: [F:1][C:2]1[CH:3]=[CH:4][C:5]([CH2:8][O:9][C:10]2[CH:15]=[CH:14][N:13]([C:16]3[CH:21]=[CH:20][C:19]4[C:22]5[CH2:27][CH2:26][NH:25][CH2:24][C:23]=5[S:28][C:18]=4[CH:17]=3)[C:12](=[O:29])[CH:11]=2)=[N:6][CH:7]=1.[CH:30](=O)[CH3:31].N1C=CC=CC=1C.B.C(Cl)[Cl:42]. (7) Given the product [F:18][C:13]1[CH:12]=[C:11]([NH:10][C:8]([C:3]2[C:4]([CH3:7])=[N:5][S:6][C:2]=2[NH:1][C:20]2[N:25]=[C:24]([C:26]([NH:28][CH2:29][CH3:30])=[O:27])[CH:23]=[N:22][CH:21]=2)=[O:9])[CH:16]=[CH:15][C:14]=1[F:17], predict the reactants needed to synthesize it. The reactants are: [NH2:1][C:2]1[S:6][N:5]=[C:4]([CH3:7])[C:3]=1[C:8]([NH:10][C:11]1[CH:16]=[CH:15][C:14]([F:17])=[C:13]([F:18])[CH:12]=1)=[O:9].Cl[C:20]1[N:25]=[C:24]([C:26]([NH:28][CH2:29][CH3:30])=[O:27])[CH:23]=[N:22][CH:21]=1.C(=O)([O-])[O-].[Cs+].[Cs+].CC1(C)C2C(=C(P(C3C=CC=CC=3)C3C=CC=CC=3)C=CC=2)OC2C(P(C3C=CC=CC=3)C3C=CC=CC=3)=CC=CC1=2.